This data is from Forward reaction prediction with 1.9M reactions from USPTO patents (1976-2016). The task is: Predict the product of the given reaction. (1) Given the reactants [Cl:1][C:2]1[CH:3]=[C:4]([CH:26]=[CH:27][C:28]=1[O:29][CH3:30])[CH2:5][NH:6][C:7]1[C:12]([C:13]([NH:15][CH2:16][C:17]2[N:22]=[CH:21][CH:20]=[CH:19][N:18]=2)=[O:14])=[CH:11][N:10]=[C:9](S(C)=O)[N:8]=1.CCN(C(C)C)C(C)C.[CH3:40][N:41]1[CH2:45][CH2:44][C:43]2([CH2:49][CH2:48][NH:47][CH2:46]2)[CH2:42]1, predict the reaction product. The product is: [Cl:1][C:2]1[CH:3]=[C:4]([CH:26]=[CH:27][C:28]=1[O:29][CH3:30])[CH2:5][NH:6][C:7]1[C:12]([C:13]([NH:15][CH2:16][C:17]2[N:22]=[CH:21][CH:20]=[CH:19][N:18]=2)=[O:14])=[CH:11][N:10]=[C:9]([N:47]2[CH2:48][CH2:49][C:43]3([CH2:44][CH2:45][N:41]([CH3:40])[CH2:42]3)[CH2:46]2)[N:8]=1. (2) Given the reactants Cl.[CH3:2][O:3][C:4](=[O:8])[CH2:5][CH2:6][NH2:7].Cl[C:10]([N:12]1[CH:21]2[CH:16]([CH2:17][CH2:18][CH2:19][CH2:20]2)[CH2:15][CH2:14][CH2:13]1)=[O:11].CCOC(C)=O, predict the reaction product. The product is: [CH3:2][O:3][C:4](=[O:8])[CH2:5][CH2:6][NH:7][C:10]([N:12]1[CH:21]2[CH:16]([CH2:17][CH2:18][CH2:19][CH2:20]2)[CH2:15][CH2:14][CH2:13]1)=[O:11]. (3) Given the reactants [C:1]([C:3]1[CH:42]=[CH:41][CH:40]=[CH:39][C:4]=1[C:5]([N:7]1[CH2:12][CH:11]=[C:10]([C:13]2[CH:34]=[CH:33][C:16]([C:17]([NH:19][C:20]([NH:22]C(OCC3C=CC=CC=3)=O)=[NH:21])=[O:18])=[CH:15][C:14]=2[C:35]([F:38])([F:37])[F:36])[CH2:9][CH2:8]1)=[O:6])#[N:2], predict the reaction product. The product is: [C:1]([C:3]1[CH:42]=[CH:41][CH:40]=[CH:39][C:4]=1[C:5]([N:7]1[CH2:8][CH:9]=[C:10]([C:13]2[CH:34]=[CH:33][C:16]([C:17]([NH:19][C:20]([NH2:22])=[NH:21])=[O:18])=[CH:15][C:14]=2[C:35]([F:38])([F:36])[F:37])[CH2:11][CH2:12]1)=[O:6])#[N:2]. (4) Given the reactants [H-].[Na+].CCOP(OCC)([CH2:8][C:9]([N:11]([O:13][CH3:14])[CH3:12])=[O:10])=O.[F:18][C:19]1[CH:24]=[CH:23][C:22]([C:25]2[C:33]3[C:28](=[CH:29][CH:30]=[CH:31][CH:32]=3)[N:27]([CH:34]([CH3:36])[CH3:35])[C:26]=2[CH:37]=O)=[CH:21][CH:20]=1.O, predict the reaction product. The product is: [F:18][C:19]1[CH:24]=[CH:23][C:22]([C:25]2[C:33]3[C:28](=[CH:29][CH:30]=[CH:31][CH:32]=3)[N:27]([CH:34]([CH3:35])[CH3:36])[C:26]=2/[CH:37]=[CH:8]/[C:9]([N:11]([O:13][CH3:14])[CH3:12])=[O:10])=[CH:21][CH:20]=1. (5) Given the reactants [Cl:1][C:2]1[C:3]([C:9]#[N:10])=[N:4][CH:5]=[C:6]([OH:8])[CH:7]=1.C([O-])([O-])=O.[Cs+].[Cs+].[F:17][CH2:18]OS(C1C=CC(C)=CC=1)(=O)=O, predict the reaction product. The product is: [Cl:1][C:2]1[C:3]([C:9]#[N:10])=[N:4][CH:5]=[C:6]([O:8][CH2:18][F:17])[CH:7]=1. (6) Given the reactants [NH2:1][C:2]1[N:3]=[CH:4][C:5]([C:12]2[CH:13]=[C:14]([CH:18]=[C:19]([C:21]([O:23][CH3:24])=[O:22])[CH:20]=2)[C:15]([OH:17])=O)=[N:6][C:7]=1[C:8]([NH:10][CH3:11])=[O:9].F[P-](F)(F)(F)(F)F.N1(OC(N(C)C)=[N+](C)C)C2N=CC=CC=2N=N1.[NH2:49][C@@H:50]1[C:58]2[C:53](=[CH:54][CH:55]=[CH:56][CH:57]=2)[CH2:52][CH2:51]1.C(N(C(C)C)CC)(C)C, predict the reaction product. The product is: [NH2:1][C:2]1[N:3]=[CH:4][C:5]([C:12]2[CH:20]=[C:19]([CH:18]=[C:14]([C:15]([NH:49][C@@H:50]3[C:58]4[C:53](=[CH:54][CH:55]=[CH:56][CH:57]=4)[CH2:52][CH2:51]3)=[O:17])[CH:13]=2)[C:21]([O:23][CH3:24])=[O:22])=[N:6][C:7]=1[C:8]([NH:10][CH3:11])=[O:9].